From a dataset of Full USPTO retrosynthesis dataset with 1.9M reactions from patents (1976-2016). Predict the reactants needed to synthesize the given product. Given the product [Cl:20][C:21]1[C:22]([N:27]2[C:31]3=[N:32][CH:33]=[N:34][C:35]([O:36][C@@H:37]([CH2:42][O:43][CH2:44][CH3:45])[C:38]([NH:19][C:16]4[CH:15]=[CH:14][C:13]([S:12][CH3:11])=[CH:18][N:17]=4)=[O:39])=[C:30]3[CH:29]=[N:28]2)=[N:23][CH:24]=[CH:25][CH:26]=1, predict the reactants needed to synthesize it. The reactants are: C[Al](C)C.CCCCCC.[CH3:11][S:12][C:13]1[CH:14]=[CH:15][C:16]([NH2:19])=[N:17][CH:18]=1.[Cl:20][C:21]1[C:22]([N:27]2[C:31]3=[N:32][CH:33]=[N:34][C:35]([O:36][C@@H:37]([CH2:42][O:43][CH2:44][CH3:45])[C:38](OC)=[O:39])=[C:30]3[CH:29]=[N:28]2)=[N:23][CH:24]=[CH:25][CH:26]=1.